Dataset: NCI-60 drug combinations with 297,098 pairs across 59 cell lines. Task: Regression. Given two drug SMILES strings and cell line genomic features, predict the synergy score measuring deviation from expected non-interaction effect. (1) Drug 1: CC1=CC2C(CCC3(C2CCC3(C(=O)C)OC(=O)C)C)C4(C1=CC(=O)CC4)C. Drug 2: C1=NC2=C(N=C(N=C2N1C3C(C(C(O3)CO)O)O)F)N. Cell line: IGROV1. Synergy scores: CSS=-4.54, Synergy_ZIP=2.11, Synergy_Bliss=0.0740, Synergy_Loewe=-2.05, Synergy_HSA=-1.59. (2) Drug 1: C1=CC(=CC=C1CCC2=CNC3=C2C(=O)NC(=N3)N)C(=O)NC(CCC(=O)O)C(=O)O. Drug 2: B(C(CC(C)C)NC(=O)C(CC1=CC=CC=C1)NC(=O)C2=NC=CN=C2)(O)O. Cell line: SK-MEL-2. Synergy scores: CSS=17.2, Synergy_ZIP=-3.38, Synergy_Bliss=-1.30, Synergy_Loewe=1.75, Synergy_HSA=1.38.